This data is from Reaction yield outcomes from USPTO patents with 853,638 reactions. The task is: Predict the reaction yield, written as a fraction of the theoretical maximum amount of product (1.0 means a 100% yield; for example, 0.34 means a 34% yield). The reactants are Cl[C:2]1[CH:7]=[C:6]([C:8]2[CH:13]=[C:12]([Cl:14])[CH:11]=[CH:10][C:9]=2[O:15][CH2:16][CH3:17])[N:5]=[C:4]([NH2:18])[N:3]=1.[Cl:19][C:20]1[CH:25]=[CH:24][C:23]([NH2:26])=[CH:22][CH:21]=1. No catalyst specified. The product is [Cl:14][C:12]1[CH:11]=[CH:10][C:9]([O:15][CH2:16][CH3:17])=[C:8]([C:6]2[N:5]=[C:4]([NH2:18])[N:3]=[C:2]([NH:26][C:23]3[CH:24]=[CH:25][C:20]([Cl:19])=[CH:21][CH:22]=3)[CH:7]=2)[CH:13]=1. The yield is 0.450.